Dataset: NCI-60 drug combinations with 297,098 pairs across 59 cell lines. Task: Regression. Given two drug SMILES strings and cell line genomic features, predict the synergy score measuring deviation from expected non-interaction effect. (1) Drug 1: CC1C(C(CC(O1)OC2CC(CC3=C2C(=C4C(=C3O)C(=O)C5=C(C4=O)C(=CC=C5)OC)O)(C(=O)C)O)N)O.Cl. Drug 2: C1CNP(=O)(OC1)N(CCCl)CCCl. Cell line: UACC62. Synergy scores: CSS=22.7, Synergy_ZIP=-4.70, Synergy_Bliss=1.09, Synergy_Loewe=-16.0, Synergy_HSA=1.90. (2) Drug 1: CN1CCC(CC1)COC2=C(C=C3C(=C2)N=CN=C3NC4=C(C=C(C=C4)Br)F)OC. Drug 2: C1=CC=C(C(=C1)C(C2=CC=C(C=C2)Cl)C(Cl)Cl)Cl. Cell line: COLO 205. Synergy scores: CSS=5.41, Synergy_ZIP=3.08, Synergy_Bliss=11.7, Synergy_Loewe=4.03, Synergy_HSA=3.99. (3) Synergy scores: CSS=-1.85, Synergy_ZIP=0.343, Synergy_Bliss=-0.604, Synergy_Loewe=-1.79, Synergy_HSA=-1.52. Cell line: NCI/ADR-RES. Drug 2: B(C(CC(C)C)NC(=O)C(CC1=CC=CC=C1)NC(=O)C2=NC=CN=C2)(O)O. Drug 1: CC1OCC2C(O1)C(C(C(O2)OC3C4COC(=O)C4C(C5=CC6=C(C=C35)OCO6)C7=CC(=C(C(=C7)OC)O)OC)O)O. (4) Drug 1: C1CCC(C1)C(CC#N)N2C=C(C=N2)C3=C4C=CNC4=NC=N3. Cell line: SK-MEL-2. Drug 2: C1CN(CCN1C(=O)CCBr)C(=O)CCBr. Synergy scores: CSS=-4.26, Synergy_ZIP=1.76, Synergy_Bliss=5.24, Synergy_Loewe=-5.59, Synergy_HSA=-0.779.